Predict the reactants needed to synthesize the given product. From a dataset of Full USPTO retrosynthesis dataset with 1.9M reactions from patents (1976-2016). (1) Given the product [C:7]1([CH:4]2[CH2:3][C:2]([C:13]3[CH:18]=[CH:17][CH:16]=[CH:15][CH:14]=3)=[N:20][NH:6][C:5]2=[O:19])[CH:12]=[CH:11][CH:10]=[CH:9][CH:8]=1, predict the reactants needed to synthesize it. The reactants are: O=[C:2]([C:13]1[CH:18]=[CH:17][CH:16]=[CH:15][CH:14]=1)[CH2:3][CH:4]([C:7]1[CH:12]=[CH:11][CH:10]=[CH:9][CH:8]=1)[C:5]#[N:6].[OH2:19].[NH2:20]N. (2) Given the product [S:29](=[O:32])(=[O:31])([O:1][C:2]1[CH:7]=[CH:6][CH:5]=[CH:4][C:3]=1[CH2:8][C:9](=[O:10])[N:11]1[CH2:16][CH2:15][CH:14]([C:17]2[CH:22]=[CH:21][CH:20]=[CH:19][C:18]=2[C:23]([F:26])([F:24])[F:25])[CH2:13][CH2:12]1)[NH2:30], predict the reactants needed to synthesize it. The reactants are: [OH:1][C:2]1[CH:7]=[CH:6][CH:5]=[CH:4][C:3]=1[CH2:8][C:9]([N:11]1[CH2:16][CH2:15][CH:14]([C:17]2[CH:22]=[CH:21][CH:20]=[CH:19][C:18]=2[C:23]([F:26])([F:25])[F:24])[CH2:13][CH2:12]1)=[O:10].[H-].[Na+].[S:29](Cl)(=[O:32])(=[O:31])[NH2:30]. (3) Given the product [Br:14][C:4]1[CH:5]=[C:6]([C:9]([CH3:13])([CH3:12])[C:10]#[N:11])[CH:7]=[CH:8][C:3]=1[O:2][CH3:1], predict the reactants needed to synthesize it. The reactants are: [CH3:1][O:2][C:3]1[CH:8]=[CH:7][C:6]([C:9]([CH3:13])([CH3:12])[C:10]#[N:11])=[CH:5][CH:4]=1.[Br:14]N1C(=O)CCC1=O. (4) Given the product [F:1][C:2]1[CH:8]=[CH:7][CH:6]=[C:5]([F:9])[C:3]=1[N:4]=[C:10]=[S:11], predict the reactants needed to synthesize it. The reactants are: [F:1][C:2]1[CH:8]=[CH:7][CH:6]=[C:5]([F:9])[C:3]=1[NH2:4].[C:10](Cl)(Cl)=[S:11].C(N(C(C)C)CC)(C)C. (5) Given the product [CH3:33][O:32][C:24]1[CH:23]=[C:22]([CH2:21][O:1][C:2]2[CH:7]=[CH:6][CH:5]=[CH:4][C:3]=2[CH:8]([CH3:13])[C:9]([O:11][CH3:12])=[O:10])[CH:27]=[C:26]([O:28][CH3:29])[C:25]=1[O:30][CH3:31], predict the reactants needed to synthesize it. The reactants are: [OH:1][C:2]1[CH:7]=[CH:6][CH:5]=[CH:4][C:3]=1[CH:8]([CH3:13])[C:9]([O:11][CH3:12])=[O:10].C(=O)([O-])[O-].[Cs+].[Cs+].Br[CH2:21][C:22]1[CH:27]=[C:26]([O:28][CH3:29])[C:25]([O:30][CH3:31])=[C:24]([O:32][CH3:33])[CH:23]=1. (6) Given the product [Br:10][C:4]1[CH:5]=[C:6]([Cl:8])[CH:7]=[C:2]([Cl:1])[C:3]=1[OH:9], predict the reactants needed to synthesize it. The reactants are: [Cl:1][C:2]1[CH:7]=[C:6]([Cl:8])[CH:5]=[CH:4][C:3]=1[OH:9].[Br:10]Br.C(N)(C)(C)C. (7) Given the product [NH2:1][C:2]1[CH:7]=[CH:6][CH:5]=[CH:4][C:3]=1[C:8](=[O:10])[CH:9]=[CH:17][C:16]1[CH:19]=[CH:20][C:13]([C:11]#[N:12])=[CH:14][CH:15]=1, predict the reactants needed to synthesize it. The reactants are: [NH2:1][C:2]1[CH:7]=[CH:6][CH:5]=[CH:4][C:3]=1[C:8](=[O:10])[CH3:9].[C:11]([C:13]1[CH:20]=[CH:19][C:16]([CH:17]=O)=[CH:15][CH:14]=1)#[N:12].[OH-].[Na+]. (8) Given the product [CH3:1][O:2][C:3]([C:5]1[N:6]([CH3:11])[N:7]=[C:8]([CH:10]=[O:18])[CH:9]=1)=[O:4], predict the reactants needed to synthesize it. The reactants are: [CH3:1][O:2][C:3]([C:5]1[N:6]([CH3:11])[N:7]=[C:8]([CH3:10])[CH:9]=1)=[O:4].BrN1C(=[O:18])CCC1=O.C(OOC(=O)C1C=CC=CC=1)(=O)C1C=CC=CC=1.C([O-])([O-])=O.[K+].[K+].Cl.